From a dataset of Reaction yield outcomes from USPTO patents with 853,638 reactions. Predict the reaction yield, written as a fraction of the theoretical maximum amount of product (1.0 means a 100% yield; for example, 0.34 means a 34% yield). (1) The reactants are [NH2:1][C:2]1[CH:3]=[C:4]([N:16]2[C:20]3[CH:21]=[CH:22][C:23]([C:25]4[CH:26]=[N:27][N:28]([CH2:30][CH2:31][C:32]([CH3:35])([OH:34])[CH3:33])[CH:29]=4)=[CH:24][C:19]=3[N:18]=[CH:17]2)[CH:5]=[C:6]([C:8]2[CH:13]=[CH:12][C:11]([F:14])=[CH:10][C:9]=2[F:15])[CH:7]=1.[CH2:36]([S:38](Cl)(=[O:40])=[O:39])[CH3:37]. No catalyst specified. The product is [F:15][C:9]1[CH:10]=[C:11]([F:14])[CH:12]=[CH:13][C:8]=1[C:6]1[CH:5]=[C:4]([N:16]2[C:20]3[CH:21]=[CH:22][C:23]([C:25]4[CH:26]=[N:27][N:28]([CH2:30][CH2:31][C:32]([OH:34])([CH3:35])[CH3:33])[CH:29]=4)=[CH:24][C:19]=3[N:18]=[CH:17]2)[CH:3]=[C:2]([NH:1][S:38]([CH2:36][CH3:37])(=[O:40])=[O:39])[CH:7]=1. The yield is 0.336. (2) The reactants are [H-].[Na+].[Br:3][C:4]1[CH:9]=[N:8][C:7]([Cl:10])=[C:6]2[NH:11][CH:12]=[CH:13][C:5]=12.[C:14]1([S:20](Cl)(=[O:22])=[O:21])[CH:19]=[CH:18][CH:17]=[CH:16][CH:15]=1.P([O-])([O-])(O)=O.[Na+].[Na+]. The catalyst is C1COCC1.C(OCC)(=O)C. The product is [C:14]1([S:20]([N:11]2[C:6]3=[C:7]([Cl:10])[N:8]=[CH:9][C:4]([Br:3])=[C:5]3[CH:13]=[CH:12]2)(=[O:22])=[O:21])[CH:19]=[CH:18][CH:17]=[CH:16][CH:15]=1. The yield is 0.810. (3) The reactants are CCN(C(C)C)C(C)C.[C:10]1([N:16]2[CH:20]=[C:19]([C:21]([OH:23])=O)[N:18]=[N:17]2)[CH:15]=[CH:14][CH:13]=[CH:12][CH:11]=1.C1C=CC2N(O)N=NC=2C=1.CCN=C=NCCCN(C)C.[ClH:45].[NH2:46][CH2:47][C:48]([N:50]1[CH2:55][CH2:54][CH:53]([O:56][C:57]2[CH:62]=[CH:61][CH:60]=[C:59](C(F)(F)F)[CH:58]=2)[CH2:52][CH2:51]1)=[O:49]. The catalyst is CN(C=O)C.O. The product is [Cl:45][C:58]1[CH:59]=[CH:60][CH:61]=[CH:62][C:57]=1[O:56][CH:53]1[CH2:54][CH2:55][N:50]([C:48](=[O:49])[CH2:47][NH:46][C:21]([C:19]2[N:18]=[N:17][N:16]([C:10]3[CH:11]=[CH:12][CH:13]=[CH:14][CH:15]=3)[CH:20]=2)=[O:23])[CH2:51][CH2:52]1. The yield is 0.500. (4) The reactants are C([O:9][C:10]1[CH:15]=[CH:14][C:13]([Br:16])=[CH:12][CH:11]=1)(=O)C1C=CC=CC=1.[Cl-].[Cl-].[Cl-].[Al+3].Cl.CCO[C:25]([CH3:27])=[O:26]. No catalyst specified. The product is [Br:16][C:13]1[CH:14]=[CH:15][C:10]([OH:9])=[C:11]([C:25]([C:27]2[CH:14]=[CH:15][CH:10]=[CH:11][CH:12]=2)=[O:26])[CH:12]=1. The yield is 0.800. (5) The reactants are [Cl:1][C:2]1[CH:3]=[C:4]([CH:8]=[C:9]([S:11]([CH3:14])(=[O:13])=[O:12])[CH:10]=1)[C:5](O)=[O:6]. The catalyst is O1CCCC1. The product is [Cl:1][C:2]1[CH:3]=[C:4]([CH2:5][OH:6])[CH:8]=[C:9]([S:11]([CH3:14])(=[O:12])=[O:13])[CH:10]=1. The yield is 0.910. (6) The reactants are [N+:1]([C:4]1[CH:5]=[C:6]2[CH:15]=[CH:14][CH:13]=[C:12]3[C:7]2=[C:8]([CH:24]=1)[C:9](=[O:23])[N:10]([CH2:17][CH2:18][CH2:19][C:20]([OH:22])=[O:21])[C:11]3=[O:16])([O-])=O.[H][H]. The catalyst is [Pd].CN(C=O)C. The product is [NH2:1][C:4]1[CH:5]=[C:6]2[CH:15]=[CH:14][CH:13]=[C:12]3[C:7]2=[C:8]([CH:24]=1)[C:9](=[O:23])[N:10]([CH2:17][CH2:18][CH2:19][C:20]([OH:22])=[O:21])[C:11]3=[O:16]. The yield is 1.00. (7) The reactants are Cl[C:2]1[C:7]([N+:8]([O-:10])=[O:9])=[CH:6][C:5]([F:11])=[CH:4][C:3]=1[N+:12]([O-:14])=[O:13].[NH2:15][CH2:16][CH2:17][CH2:18][OH:19]. The catalyst is O1CCCC1.C(OCC)(=O)C. The product is [F:11][C:5]1[CH:6]=[C:7]([N+:8]([O-:10])=[O:9])[C:2]([NH:15][CH2:16][CH2:17][CH2:18][OH:19])=[C:3]([N+:12]([O-:14])=[O:13])[CH:4]=1. The yield is 0.940. (8) The reactants are [OH:1][C@@H:2]1[CH2:5][C@H:4]([CH:6]([NH:8][C:9]([C:11]2[C:19]3[C:14](=[N:15][CH:16]=[C:17]([C:20]4[C:28]5[C:23](=[CH:24][C:25]([F:29])=[CH:26][CH:27]=5)[N:22]([CH3:30])[N:21]=4)[N:18]=3)[N:13](COCC[Si](C)(C)C)[CH:12]=2)=[O:10])[CH3:7])[CH2:3]1.C(O)(C(F)(F)F)=O.C(N)CN. The catalyst is C(Cl)Cl. The product is [OH:1][C@H:2]1[CH2:3][C@H:4]([CH:6]([NH:8][C:9]([C:11]2[C:19]3[C:14](=[N:15][CH:16]=[C:17]([C:20]4[C:28]5[C:23](=[CH:24][C:25]([F:29])=[CH:26][CH:27]=5)[N:22]([CH3:30])[N:21]=4)[N:18]=3)[NH:13][CH:12]=2)=[O:10])[CH3:7])[CH2:5]1. The yield is 0.500. (9) The catalyst is C(#N)C.C(O)(C)C. The reactants are [CH3:1][N:2]1[CH2:7][CH2:6][C:5]([CH2:9][O:10][C:11]2[C:19]3[C:18]4[CH:20]=[C:21]([C:24]#[N:25])[N:22]=[CH:23][C:17]=4[NH:16][C:15]=3[N:14]=[CH:13][CH:12]=2)([CH3:8])[CH2:4][CH2:3]1.[Cl:26]N1C(=O)CCC1=O. The product is [Cl:26][C:12]1[CH:13]=[N:14][C:15]2[NH:16][C:17]3[CH:23]=[N:22][C:21]([C:24]#[N:25])=[CH:20][C:18]=3[C:19]=2[C:11]=1[O:10][CH2:9][C:5]1([CH3:8])[CH2:6][CH2:7][N:2]([CH3:1])[CH2:3][CH2:4]1. The yield is 0.200. (10) The reactants are [Cl-].O[NH3+:3].[C:4](=[O:7])([O-])[OH:5].[Na+].CS(C)=O.[OH:13][C:14]([CH3:52])([CH3:51])[C:15]([CH3:50])([CH3:49])[O:16][C:17]1[CH:22]=[CH:21][C:20]([N:23]2[C:28](=[O:29])[C:27]([CH2:30][C:31]3[CH:36]=[CH:35][C:34]([C:37]4[C:38]([C:43]#[N:44])=[CH:39][CH:40]=[CH:41][CH:42]=4)=[CH:33][CH:32]=3)=[C:26]([CH2:45][CH2:46][CH3:47])[N:25]=[C:24]2[CH3:48])=[CH:19][CH:18]=1. The catalyst is O.C(OCC)(=O)C. The product is [OH:13][C:14]([CH3:51])([CH3:52])[C:15]([CH3:50])([CH3:49])[O:16][C:17]1[CH:22]=[CH:21][C:20]([N:23]2[C:28](=[O:29])[C:27]([CH2:30][C:31]3[CH:36]=[CH:35][C:34]([C:37]4[CH:42]=[CH:41][CH:40]=[CH:39][C:38]=4[C:43]4[NH:3][C:4](=[O:7])[O:5][N:44]=4)=[CH:33][CH:32]=3)=[C:26]([CH2:45][CH2:46][CH3:47])[N:25]=[C:24]2[CH3:48])=[CH:19][CH:18]=1. The yield is 0.660.